This data is from Full USPTO retrosynthesis dataset with 1.9M reactions from patents (1976-2016). The task is: Predict the reactants needed to synthesize the given product. (1) Given the product [F:7][C:8]1[CH:15]=[CH:14][C:13]([CH3:16])=[CH:12][C:9]=1[CH2:10][CH2:18][C:19]([OH:21])=[O:20], predict the reactants needed to synthesize it. The reactants are: N1CCCCC1.[F:7][C:8]1[CH:15]=[CH:14][C:13]([CH3:16])=[CH:12][C:9]=1[CH:10]=O.C(O)(=O)[CH2:18][C:19]([OH:21])=[O:20]. (2) Given the product [CH3:28][C:29]([CH3:42])([CH3:41])[C:30]#[C:31][C:2]1[CH:23]=[CH:22][C:5]([C:6]([NH:8][S:9]([C:12]2[CH:17]=[CH:16][CH:15]=[CH:14][C:13]=2[S:18](=[O:21])(=[O:20])[NH2:19])(=[O:11])=[O:10])=[O:7])=[CH:4][C:3]=1[O:24][CH:25]([CH3:27])[CH3:26], predict the reactants needed to synthesize it. The reactants are: Br[C:2]1[CH:23]=[CH:22][C:5]([C:6]([NH:8][S:9]([C:12]2[CH:17]=[CH:16][CH:15]=[CH:14][C:13]=2[S:18](=[O:21])(=[O:20])[NH2:19])(=[O:11])=[O:10])=[O:7])=[CH:4][C:3]=1[O:24][CH:25]([CH3:27])[CH3:26].[CH3:28][C:29]([CH3:42])([CH3:41])[C:30]#[C:31]B(OC(C)C)OC(C)C. (3) The reactants are: C(OC([N:8]1[CH2:13][CH2:12][CH:11]([NH:14][C:15](=[O:45])[C:16]2[CH:21]=[CH:20][C:19]([C:22]3[N:23]=[C:24]([NH:27][C:28]([CH:30]4[CH2:34][CH2:33][CH2:32][N:31]4[C:35]([O:37][CH2:38][C:39]4[CH:44]=[CH:43][CH:42]=[CH:41][CH:40]=4)=[O:36])=[O:29])[S:25][CH:26]=3)=[CH:18][CH:17]=2)[CH2:10][CH2:9]1)=O)(C)(C)C.C(OC(N1CCCC(NC(=O)C2C=CC(C3N=C(NC(C4CCCN4C(OCC4C=CC=CC=4)=O)=O)SC=3)=CC=2)C1)=O)(C)(C)C.C(Cl)Cl.C(O)(C(F)(F)F)=O. Given the product [CH2:38]([O:37][C:35]([N:31]1[CH2:32][CH2:33][CH2:34][CH:30]1[C:28](=[O:29])[NH:27][C:24]1[S:25][CH:26]=[C:22]([C:19]2[CH:20]=[CH:21][C:16]([C:15](=[O:45])[NH:14][CH:11]3[CH2:10][CH2:9][NH:8][CH2:13][CH2:12]3)=[CH:17][CH:18]=2)[N:23]=1)=[O:36])[C:39]1[CH:44]=[CH:43][CH:42]=[CH:41][CH:40]=1, predict the reactants needed to synthesize it. (4) Given the product [CH2:21]([O:22][C:23]([NH:1][C@@H:2]([C@H:7]([OH:9])[CH3:8])[C:3]([O:5][CH3:6])=[O:4])=[O:24])[C:18]1[CH:19]=[CH:20][CH:15]=[CH:16][CH:17]=1, predict the reactants needed to synthesize it. The reactants are: [NH2:1][C@@H:2]([C@H:7]([OH:9])[CH3:8])[C:3]([O:5][CH3:6])=[O:4].C([O-])(O)=O.[Na+].[CH:15]1[CH:20]=[CH:19][C:18]([CH2:21][O:22][C:23](Cl)=[O:24])=[CH:17][CH:16]=1. (5) The reactants are: [C:1]1([CH:7]([C:13]2[CH:18]=[CH:17][CH:16]=[CH:15][CH:14]=2)[C:8]([N:10]=[C:11]=[O:12])=[O:9])[CH:6]=[CH:5][CH:4]=[CH:3][CH:2]=1.[C:19]1([CH:25]([CH3:28])[CH2:26][OH:27])[CH:24]=[CH:23][CH:22]=[CH:21][CH:20]=1. Given the product [C:19]1([CH:25]([CH3:28])[CH2:26][O:27][C:11](=[O:12])[NH:10][C:8](=[O:9])[CH:7]([C:1]2[CH:6]=[CH:5][CH:4]=[CH:3][CH:2]=2)[C:13]2[CH:18]=[CH:17][CH:16]=[CH:15][CH:14]=2)[CH:24]=[CH:23][CH:22]=[CH:21][CH:20]=1, predict the reactants needed to synthesize it. (6) Given the product [F:22][C:19]1[CH:18]=[CH:17][C:16]([C:10]2[C:9]3[C:13](=[CH:14][CH:15]=[C:7]([C:5]4[N:6]=[C:25]([CH2:26][N:27]5[CH2:31][CH2:30][CH2:29][C:28]5=[O:32])[NH:24][N:23]=4)[CH:8]=3)[NH:12][N:11]=2)=[CH:21][CH:20]=1, predict the reactants needed to synthesize it. The reactants are: Cl.C(O[C:5]([C:7]1[CH:8]=[C:9]2[C:13](=[CH:14][CH:15]=1)[NH:12][N:11]=[C:10]2[C:16]1[CH:21]=[CH:20][C:19]([F:22])=[CH:18][CH:17]=1)=[NH:6])C.[NH2:23][NH:24][C:25](=O)[CH2:26][N:27]1[CH2:31][CH2:30][CH2:29][C:28]1=[O:32].C[O-].[Na+].